Task: Regression. Given a peptide amino acid sequence and an MHC pseudo amino acid sequence, predict their binding affinity value. This is MHC class II binding data.. Dataset: Peptide-MHC class II binding affinity with 134,281 pairs from IEDB (1) The peptide sequence is KMYFNLIDTKAYK. The MHC is DRB1_0401 with pseudo-sequence DRB1_0401. The binding affinity (normalized) is 0.666. (2) The peptide sequence is TATELNNALQNLART. The MHC is HLA-DPA10201-DPB10101 with pseudo-sequence HLA-DPA10201-DPB10101. The binding affinity (normalized) is 0.00625. (3) The peptide sequence is EKKYFAATQFEPFAA. The MHC is HLA-DPA10201-DPB11401 with pseudo-sequence HLA-DPA10201-DPB11401. The binding affinity (normalized) is 0.379. (4) The peptide sequence is IKEKGKDKWIELKES. The MHC is DRB1_1602 with pseudo-sequence DRB1_1602. The binding affinity (normalized) is 0.229. (5) The peptide sequence is ETLYRIDGAHLTKMS. The MHC is DRB1_0301 with pseudo-sequence DRB1_0301. The binding affinity (normalized) is 0.568.